From a dataset of Forward reaction prediction with 1.9M reactions from USPTO patents (1976-2016). Predict the product of the given reaction. (1) Given the reactants [NH2:1][C:2]1[S:3][CH:4]=[CH:5][N:6]=1.[C:7]([N+:11]#[C-:12])([CH3:10])([CH3:9])[CH3:8].[CH:13](=O)[C:14]1[CH:19]=[CH:18][CH:17]=[CH:16][CH:15]=1.[C:21]([Cl:24])(=[O:23])[CH3:22], predict the reaction product. The product is: [Cl-:24].[C:21]([N+:1]1[C:13]([C:14]2[CH:19]=[CH:18][CH:17]=[CH:16][CH:15]=2)=[C:12]([NH:11][C:7]([CH3:10])([CH3:9])[CH3:8])[N:6]2[CH:5]=[CH:4][S:3][C:2]=12)(=[O:23])[CH3:22]. (2) The product is: [Br:1][C:2]1[CH:3]=[C:4]([C:14]([NH:17][CH2:18][C:19]2[C:20](=[O:33])[NH:21][C:22]([CH3:32])=[CH:23][C:24]=2[CH2:25][C:26]2[CH:31]=[CH:30][CH:29]=[CH:28][CH:27]=2)=[O:16])[C:5]2[CH:6]=[N:7][N:8]([CH:11]([CH3:12])[CH3:13])[C:9]=2[CH:10]=1. Given the reactants [Br:1][C:2]1[CH:3]=[C:4]([C:14]([OH:16])=O)[C:5]2[CH:6]=[N:7][N:8]([CH:11]([CH3:13])[CH3:12])[C:9]=2[CH:10]=1.[NH2:17][CH2:18][C:19]1[C:20](=[O:33])[NH:21][C:22]([CH3:32])=[CH:23][C:24]=1[CH2:25][C:26]1[CH:31]=[CH:30][CH:29]=[CH:28][CH:27]=1, predict the reaction product. (3) Given the reactants [CH2:1]([C:5]1[N:9]([C:10]2[CH:15]=[CH:14][C:13]([NH:16][C:17](=O)[O:18]C(C)(C)C)=[CH:12][CH:11]=2)[N:8]=[N:7][C:6]=1[C:24]([NH:26][CH:27]1[CH2:29][CH2:28]1)=[O:25])[CH2:2][CH:3]=[CH2:4].FC(F)(F)C(O)=O.ClC(OC1C=C[C:44]([N+:47]([O-])=O)=[CH:43]C=1)=O.C(N)C, predict the reaction product. The product is: [CH2:1]([C:5]1[N:9]([C:10]2[CH:11]=[CH:12][C:13]([NH:16][C:17]([NH:47][CH2:44][CH3:43])=[O:18])=[CH:14][CH:15]=2)[N:8]=[N:7][C:6]=1[C:24]([NH:26][CH:27]1[CH2:29][CH2:28]1)=[O:25])[CH2:2][CH:3]=[CH2:4].